Dataset: Peptide-MHC class I binding affinity with 185,985 pairs from IEDB/IMGT. Task: Regression. Given a peptide amino acid sequence and an MHC pseudo amino acid sequence, predict their binding affinity value. This is MHC class I binding data. (1) The peptide sequence is GLQGIYVLV. The MHC is HLA-A01:01 with pseudo-sequence HLA-A01:01. The binding affinity (normalized) is 0.213. (2) The peptide sequence is FPFKYAAAA. The MHC is Mamu-B17 with pseudo-sequence Mamu-B17. The binding affinity (normalized) is 0.339. (3) The peptide sequence is QRIAVPVTK. The MHC is HLA-B27:05 with pseudo-sequence HLA-B27:05. The binding affinity (normalized) is 0.579. (4) The peptide sequence is RARGETYGR. The MHC is Mamu-B03 with pseudo-sequence Mamu-B03. The binding affinity (normalized) is 0.158. (5) The MHC is HLA-A01:01 with pseudo-sequence HLA-A01:01. The peptide sequence is KEKGGLEGL. The binding affinity (normalized) is 0.